This data is from Forward reaction prediction with 1.9M reactions from USPTO patents (1976-2016). The task is: Predict the product of the given reaction. (1) Given the reactants CO.C1C[O:6][CH2:5]C1.[H-].[Na+].[Br:10][C:11]1[CH:12]=[N:13][CH:14]=[C:15]([Br:18])[C:16]=1Br, predict the reaction product. The product is: [Br:10][C:11]1[CH:12]=[N:13][CH:14]=[C:15]([Br:18])[C:16]=1[O:6][CH3:5]. (2) Given the reactants [CH3:1][C:2]1[NH:6][N:5]=[C:4]([C:7]2[O:11][N:10]=[C:9]([C:12]3[CH:17]=[CH:16][C:15]([C:18]4([C:21]([F:24])([F:23])[F:22])[CH2:20][CH2:19]4)=[CH:14][CH:13]=3)[N:8]=2)[CH:3]=1.[Cl:25][C:26]1[CH:31]=[C:30]([CH2:32]Cl)[CH:29]=[CH:28][N:27]=1.CC([O-])(C)C.[K+].C(OCC)(=O)C, predict the reaction product. The product is: [Cl:25][C:26]1[CH:31]=[C:30]([CH2:32][N:6]2[C:2]([CH3:1])=[CH:3][C:4]([C:7]3[O:11][N:10]=[C:9]([C:12]4[CH:13]=[CH:14][C:15]([C:18]5([C:21]([F:22])([F:24])[F:23])[CH2:20][CH2:19]5)=[CH:16][CH:17]=4)[N:8]=3)=[N:5]2)[CH:29]=[CH:28][N:27]=1. (3) Given the reactants [F:8][C:7]([F:10])([F:9])[C:6](O[C:6](=[O:11])[C:7]([F:10])([F:9])[F:8])=[O:11].Cl.[N+:15]([C:18]1[CH:19]=[C:20]([CH2:24][NH2:25])[CH:21]=[CH:22][CH:23]=1)([O-:17])=[O:16].CCN(CC)CC, predict the reaction product. The product is: [F:10][C:7]([F:8])([F:9])[C:6]([NH:25][CH2:24][C:20]1[CH:21]=[CH:22][CH:23]=[C:18]([N+:15]([O-:17])=[O:16])[CH:19]=1)=[O:11].